Dataset: Peptide-MHC class II binding affinity with 134,281 pairs from IEDB. Task: Regression. Given a peptide amino acid sequence and an MHC pseudo amino acid sequence, predict their binding affinity value. This is MHC class II binding data. (1) The peptide sequence is PFAATHNPWASQRF. The MHC is DRB1_0405 with pseudo-sequence DRB1_0405. The binding affinity (normalized) is 0.393. (2) The peptide sequence is KAVEAYLVAHPDLYK. The MHC is HLA-DQA10102-DQB10602 with pseudo-sequence HLA-DQA10102-DQB10602. The binding affinity (normalized) is 0.304. (3) The peptide sequence is YGIFQSTFLGASQRG. The MHC is HLA-DQA10201-DQB10402 with pseudo-sequence HLA-DQA10201-DQB10402. The binding affinity (normalized) is 0.554. (4) The peptide sequence is GGWWLTFGQILGLAQ. The MHC is DRB1_1201 with pseudo-sequence DRB1_1201. The binding affinity (normalized) is 0.112. (5) The peptide sequence is SCLDGKLCLMKAQPT. The MHC is DRB1_1501 with pseudo-sequence DRB1_1501. The binding affinity (normalized) is 0.275. (6) The peptide sequence is APWLDLVRKLGVLAG. The MHC is HLA-DQA10401-DQB10402 with pseudo-sequence HLA-DQA10401-DQB10402. The binding affinity (normalized) is 0.177. (7) The peptide sequence is EEWEPLTKKGNVWEV. The MHC is DRB1_0405 with pseudo-sequence DRB1_0405. The binding affinity (normalized) is 0.0476. (8) The peptide sequence is MTETLLVQNANPDCKSIL. The MHC is DRB1_1501 with pseudo-sequence DRB1_1501. The binding affinity (normalized) is 0.219. (9) The peptide sequence is NSELIRRAKAAESLASD. The MHC is DRB1_1501 with pseudo-sequence DRB1_1501. The binding affinity (normalized) is 0.536.